Dataset: Full USPTO retrosynthesis dataset with 1.9M reactions from patents (1976-2016). Task: Predict the reactants needed to synthesize the given product. (1) The reactants are: [Br:1][C:2]1[CH:11]=[CH:10][C:5]([C:6]([O:8][CH3:9])=[O:7])=[CH:4][CH:3]=1.CO[Na].[H][H]. Given the product [C:6]([O:8][CH3:9])(=[O:7])[C:5]1[CH:10]=[CH:11][CH:2]=[CH:3][CH:4]=1.[Br:1][C:2]1[CH:11]=[CH:10][C:5]([CH2:6][OH:7])=[CH:4][CH:3]=1, predict the reactants needed to synthesize it. (2) Given the product [CH3:1][C:2]1[NH:3][C:4]2[C:9]([CH:10]=1)=[CH:8][C:7]([NH:11][C:13]1[CH:18]=[CH:17][N:16]=[C:15]3[CH:19]=[C:20]([C:22]([N:24]4[CH2:29][CH2:28][O:27][CH2:26][CH2:25]4)=[O:23])[S:21][C:14]=13)=[CH:6][CH:5]=2, predict the reactants needed to synthesize it. The reactants are: [CH3:1][C:2]1[NH:3][C:4]2[C:9]([CH:10]=1)=[CH:8][C:7]([NH2:11])=[CH:6][CH:5]=2.Cl[C:13]1[CH:18]=[CH:17][N:16]=[C:15]2[CH:19]=[C:20]([C:22]([N:24]3[CH2:29][CH2:28][O:27][CH2:26][CH2:25]3)=[O:23])[S:21][C:14]=12. (3) Given the product [C:1]([C:3]1[N:8]=[CH:7][C:6]([CH2:9][Br:28])=[CH:5][CH:4]=1)#[N:2], predict the reactants needed to synthesize it. The reactants are: [C:1]([C:3]1[N:8]=[CH:7][C:6]([CH3:9])=[CH:5][CH:4]=1)#[N:2].C(OOC(=O)C1C=CC=CC=1)(=O)C1C=CC=CC=1.[Br:28]N1C(=O)CCC1=O.